This data is from Full USPTO retrosynthesis dataset with 1.9M reactions from patents (1976-2016). The task is: Predict the reactants needed to synthesize the given product. (1) Given the product [ClH:30].[ClH:30].[NH2:62][CH2:61][CH2:60][CH2:59][NH:58][C:57](=[O:63])[CH2:37][C@H:21]1[O:20][C@H:19]([C:15]2[CH:16]=[CH:17][CH:18]=[C:13]([O:12][CH2:11][CH2:10][CH2:9][NH:8][CH2:43][CH2:44][CH2:45][C:46]3[CH:47]=[CH:48][CH:49]=[CH:50][CH:51]=3)[C:14]=2[O:41][CH3:42])[C:25]2[CH:26]=[C:27]([Cl:30])[CH:28]=[CH:29][C:24]=2[N:23]([CH2:31][C:32]([CH3:35])([CH3:34])[CH3:33])[C:22]1=[O:36], predict the reactants needed to synthesize it. The reactants are: C(OC([N:8]([CH2:43][CH2:44][CH2:45][C:46]1[CH:51]=[CH:50][CH:49]=[CH:48][CH:47]=1)[CH2:9][CH2:10][CH2:11][O:12][C:13]1[C:14]([O:41][CH3:42])=[C:15]([C@@H:19]2[C:25]3[CH:26]=[C:27]([Cl:30])[CH:28]=[CH:29][C:24]=3[N:23]([CH2:31][C:32]([CH3:35])([CH3:34])[CH3:33])[C:22](=[O:36])[C@@H:21]([CH2:37]C(O)=O)[O:20]2)[CH:16]=[CH:17][CH:18]=1)=O)(C)(C)C.C(O[C:57](=[O:63])[NH:58][CH2:59][CH2:60][CH2:61][NH2:62])(C)(C)C. (2) The reactants are: [Si]([O:8][CH2:9][C@@H:10]1[C@H:14]2[O:15][C:16]([CH3:19])([CH3:18])[O:17][C@H:13]2[C@H:12]([N:20]2[CH:25]=[CH:24][C:23](=[O:26])[NH:22][C:21]2=[O:27])[S:11]1)(C(C)(C)C)(C)C.[F-].C([N+](CCCC)(CCCC)CCCC)CCC. Given the product [OH:8][CH2:9][C@@H:10]1[C@H:14]2[O:15][C:16]([CH3:19])([CH3:18])[O:17][C@H:13]2[C@H:12]([N:20]2[CH:25]=[CH:24][C:23](=[O:26])[NH:22][C:21]2=[O:27])[S:11]1, predict the reactants needed to synthesize it. (3) Given the product [CH3:1][C:2]1[CH:3]=[CH:4][C:5]([C:8]2[N:12]([C:13]3[CH:14]=[CH:15][C:16]([S:19]([NH2:22])(=[O:21])=[O:20])=[CH:17][CH:18]=3)[N:11]=[C:10]([C:23]([F:25])([F:24])[F:26])[CH:9]=2)=[CH:6][CH:7]=1.[CH3:27][N:28]1[C:29](=[O:33])[CH2:30][CH2:31][CH2:32]1, predict the reactants needed to synthesize it. The reactants are: [CH3:1][C:2]1[CH:3]=[CH:4][C:5]([C:8]2[N:12]([C:13]3[CH:14]=[CH:15][C:16]([S:19]([NH2:22])(=[O:21])=[O:20])=[CH:17][CH:18]=3)[N:11]=[C:10]([C:23]([F:26])([F:25])[F:24])[CH:9]=2)=[CH:6][CH:7]=1.[CH3:27][N:28]1[CH2:32][CH2:31][CH2:30][C:29]1=[O:33]. (4) Given the product [CH3:1][O:2][C:3](=[O:13])/[CH:4]=[CH:5]/[C:6]1[CH:11]=[CH:10][C:9]([O:12][CH2:23][CH:24]([CH2:25][CH3:26])[CH2:27][CH2:28][CH2:29][CH3:30])=[CH:8][CH:7]=1, predict the reactants needed to synthesize it. The reactants are: [CH3:1][O:2][C:3](=[O:13])/[CH:4]=[CH:5]/[C:6]1[CH:11]=[CH:10][C:9]([OH:12])=[CH:8][CH:7]=1.C(=O)([O-])[O-].[K+].[K+].[I-].[Na+].Br[CH2:23][CH:24]([CH2:27][CH2:28][CH2:29][CH3:30])[CH2:25][CH3:26]. (5) Given the product [CH3:2][O:3][CH:4]=[CH:35][C:34]1[C:30]([CH3:29])=[N:31][N:32]([C:38]2[CH:43]=[CH:42][CH:41]=[CH:40][CH:39]=2)[C:33]=1[CH3:37], predict the reactants needed to synthesize it. The reactants are: [Cl-].[CH3:2][O:3][CH2:4][P+](C1C=CC=CC=1)(C1C=CC=CC=1)C1C=CC=CC=1.C([Li])CCC.[CH3:29][C:30]1[C:34]([CH:35]=O)=[C:33]([CH3:37])[N:32]([C:38]2[CH:43]=[CH:42][CH:41]=[CH:40][CH:39]=2)[N:31]=1.